This data is from Forward reaction prediction with 1.9M reactions from USPTO patents (1976-2016). The task is: Predict the product of the given reaction. Given the reactants [CH3:1][C@@H:2]([CH2:9][CH3:10])[CH2:3][C:4]1[O:5][CH:6]=[CH:7][CH:8]=1.[Li]CCCC.[CH3:16][Sn:17](Cl)([CH3:19])[CH3:18], predict the reaction product. The product is: [CH3:1][C@@H:2]([CH2:9][CH3:10])[CH2:3][C:4]1[O:5][C:6]([Sn:17]([CH3:19])([CH3:18])[CH3:16])=[CH:7][CH:8]=1.